Task: Predict the product of the given reaction.. Dataset: Forward reaction prediction with 1.9M reactions from USPTO patents (1976-2016) The product is: [CH:31]12[CH:39]([CH2:2][O:4][C:5](=[O:11])[NH:13][C:14]3[CH:15]=[CH:16][C:17]([C:20]#[C:21][C:22]#[N:23])=[CH:18][CH:19]=3)[CH:38]1[CH2:37][CH2:36][C:35]#[C:34][CH2:33][CH2:32]2. Given the reactants Cl[C:2](Cl)([O:4][C:5](=[O:11])OC(Cl)(Cl)Cl)Cl.[NH2:13][C:14]1[CH:19]=[CH:18][C:17]([C:20]#[C:21][C:22]#[N:23])=[CH:16][CH:15]=1.C(N(CC)CC)C.[CH:31]12[CH:39](CO)[CH:38]1[CH2:37][CH2:36][C:35]#[C:34][CH2:33][CH2:32]2, predict the reaction product.